This data is from Full USPTO retrosynthesis dataset with 1.9M reactions from patents (1976-2016). The task is: Predict the reactants needed to synthesize the given product. (1) Given the product [F:36][C:37]1[CH:38]=[C:39]([N:43]2[CH2:25][CH2:24][N:1]([C:2]3[CH:3]=[CH:4][C:5]([CH3:22])=[C:6]([NH:8][C:9]4[O:10][C:11]([C:14]5[CH:21]=[CH:20][C:17]([C:18]#[N:19])=[CH:16][CH:15]=5)=[CH:12][N:13]=4)[CH:7]=3)[C:44]2=[O:45])[CH:40]=[CH:41][CH:42]=1, predict the reactants needed to synthesize it. The reactants are: [NH2:1][C:2]1[CH:3]=[CH:4][C:5]([CH3:22])=[C:6]([NH:8][C:9]2[O:10][C:11]([C:14]3[CH:21]=[CH:20][C:17]([C:18]#[N:19])=[CH:16][CH:15]=3)=[CH:12][N:13]=2)[CH:7]=1.Cl[CH2:24][CH:25]=O.[BH3-]C#N.[Na+].C([O-])(O)=O.[Na+].[F:36][C:37]1[CH:42]=[CH:41][CH:40]=[C:39]([N:43]=[C:44]=[O:45])[CH:38]=1.CC(C)([O-])C.[K+]. (2) Given the product [CH2:1]=[C:2]1[CH2:3][O:4][C@@H:5]([C:11]2[CH:16]=[C:15]([F:17])[C:14]([F:18])=[CH:13][C:12]=2[F:19])[C@H:6]([N+:8]([O-:10])=[O:9])[CH2:7]1, predict the reactants needed to synthesize it. The reactants are: [CH2:1]=[C:2]1[CH2:7][C:6]([N+:8]([O-:10])=[O:9])=[C:5]([C:11]2[CH:16]=[C:15]([F:17])[C:14]([F:18])=[CH:13][C:12]=2[F:19])[O:4][CH2:3]1.[BH4-].[Na+]. (3) Given the product [NH2:16][C:10]1[O:11][CH2:12][C:13]([F:14])([F:15])[C@:8]([C:6]2[CH:7]=[C:2]([NH:1][C:26]([C:23]3[CH:22]=[CH:21][C:20]([Cl:19])=[CH:25][N:24]=3)=[O:27])[CH:3]=[CH:4][C:5]=2[Cl:18])([CH3:17])[N:9]=1, predict the reactants needed to synthesize it. The reactants are: [NH2:1][C:2]1[CH:3]=[CH:4][C:5]([Cl:18])=[C:6]([C@:8]2([CH3:17])[C:13]([F:15])([F:14])[CH2:12][O:11][C:10]([NH2:16])=[N:9]2)[CH:7]=1.[Cl:19][C:20]1[CH:21]=[CH:22][C:23]([C:26](O)=[O:27])=[N:24][CH:25]=1.